Dataset: Catalyst prediction with 721,799 reactions and 888 catalyst types from USPTO. Task: Predict which catalyst facilitates the given reaction. (1) Reactant: [NH:1]1[C:9]2[C:4](=[CH:5][CH:6]=[C:7]([C:10]([OH:12])=[O:11])[CH:8]=2)[CH:3]=[CH:2]1.[Cl:13]N1C(=O)CCC1=O. Product: [Cl:13][C:3]1[C:4]2[C:9](=[CH:8][C:7]([C:10]([OH:12])=[O:11])=[CH:6][CH:5]=2)[NH:1][CH:2]=1. The catalyst class is: 139. (2) Reactant: Cl[CH2:2][C:3](Cl)=[O:4].[CH2:6]([NH:13][CH2:14][CH:15]([C:17]1[CH:22]=[CH:21][C:20]([Br:23])=[CH:19][CH:18]=1)[OH:16])[C:7]1[CH:12]=[CH:11][CH:10]=[CH:9][CH:8]=1.C(N(CC)CC)C.C[O-].[Na+]. Product: [CH2:6]([N:13]1[CH2:14][CH:15]([C:17]2[CH:18]=[CH:19][C:20]([Br:23])=[CH:21][CH:22]=2)[O:16][CH2:2][C:3]1=[O:4])[C:7]1[CH:8]=[CH:9][CH:10]=[CH:11][CH:12]=1. The catalyst class is: 224. (3) Reactant: C([NH:5][S:6]([C:9]1[CH:14]=[CH:13][CH:12]=[C:11]([C:15]2[CH:20]=[C:19]([C:21]3[N:26]=[C:25]([CH:27]([F:29])[F:28])[CH:24]=[C:23]([C:30]4[CH:35]=[CH:34][C:33]([C:36]([F:39])([F:38])[F:37])=[CH:32][CH:31]=4)[N:22]=3)[CH:18]=[CH:17][N:16]=2)[CH:10]=1)(=[O:8])=[O:7])(C)(C)C.C(O)(C(F)(F)F)=O. Product: [F:29][CH:27]([F:28])[C:25]1[CH:24]=[C:23]([C:30]2[CH:35]=[CH:34][C:33]([C:36]([F:38])([F:37])[F:39])=[CH:32][CH:31]=2)[N:22]=[C:21]([C:19]2[CH:18]=[CH:17][N:16]=[C:15]([C:11]3[CH:10]=[C:9]([S:6]([NH2:5])(=[O:8])=[O:7])[CH:14]=[CH:13][CH:12]=3)[CH:20]=2)[N:26]=1. The catalyst class is: 4. (4) Reactant: C(OC(=O)[NH:7][C:8]1[CH:13]=[CH:12][C:11]([O:14][C:15]([F:18])([F:17])[F:16])=[CH:10][C:9]=1[NH:19][C:20](=[O:38])[CH2:21][C:22]([C:24]1[CH:29]=[CH:28][CH:27]=[C:26]([C:30]2[CH:31]=[N:32][C:33]([O:36][CH3:37])=[CH:34][CH:35]=2)[CH:25]=1)=O)(C)(C)C.C(O)(C(F)(F)F)=O. Product: [CH3:37][O:36][C:33]1[N:32]=[CH:31][C:30]([C:26]2[CH:25]=[C:24]([C:22]3[CH2:21][C:20](=[O:38])[NH:19][C:9]4[CH:10]=[C:11]([O:14][C:15]([F:18])([F:17])[F:16])[CH:12]=[CH:13][C:8]=4[N:7]=3)[CH:29]=[CH:28][CH:27]=2)=[CH:35][CH:34]=1. The catalyst class is: 2. (5) Reactant: [C:1]([C:4]1[C:22](=[O:23])[C@@:8]2([CH3:24])[C:9]3[C:15]([OH:16])=[CH:14][C:13]([O:17][CH3:18])=[C:12]([C:19]([NH2:21])=[O:20])[C:10]=3[O:11][C:7]2=[CH:6][C:5]=1[OH:25])(=[O:3])[CH3:2].[CH2:26]([O:30][CH2:31][C:32]1[CH:39]=[C:38]([CH3:40])[C:35]([CH:36]=O)=[C:34]([CH3:41])[C:33]=1[CH3:42])[C:27]#[C:28][CH3:29].C([SiH](CC)CC)C.FC(F)(F)C(O)=O. Product: [C:1]([C:4]1[C:22](=[O:23])[C@@:8]2([CH3:24])[C:9]3[C:15]([OH:16])=[CH:14][C:13]([O:17][CH3:18])=[C:12]([C:19]([NH:21][CH2:36][C:35]4[C:38]([CH3:40])=[CH:39][C:32]([CH2:31][O:30][CH2:26][C:27]#[C:28][CH3:29])=[C:33]([CH3:42])[C:34]=4[CH3:41])=[O:20])[C:10]=3[O:11][C:7]2=[CH:6][C:5]=1[OH:25])(=[O:3])[CH3:2]. The catalyst class is: 10. (6) Reactant: [CH3:1][O:2][C:3](=[O:21])[C:4]1[CH:9]=[CH:8][C:7]([NH:10][C:11]([O:13][C:14]([CH3:17])([CH3:16])[CH3:15])=[O:12])=[CH:6][C:5]=1[N+:18]([O-])=O.[CH2:22](Br)[C:23]1[CH:28]=[CH:27][CH:26]=[CH:25][CH:24]=1. Product: [CH3:1][O:2][C:3](=[O:21])[C:4]1[CH:9]=[CH:8][C:7]([N:10]([CH2:22][C:23]2[CH:28]=[CH:27][CH:26]=[CH:25][CH:24]=2)[C:11]([O:13][C:14]([CH3:17])([CH3:16])[CH3:15])=[O:12])=[CH:6][C:5]=1[NH2:18]. The catalyst class is: 3. (7) Reactant: [F:1][C:2]1[CH:7]=[C:6]([C:8]([F:11])([F:10])[F:9])[CH:5]=[CH:4][C:3]=1[C:12]1[N:20]=[CH:19][N:18]=[C:17]2[C:13]=1[N:14]=[CH:15][N:16]2[C:21]1[CH:26]=[CH:25][C:24]([O:27]C)=[CH:23][CH:22]=1.B(Br)(Br)Br.CO.O. Product: [F:1][C:2]1[CH:7]=[C:6]([C:8]([F:9])([F:10])[F:11])[CH:5]=[CH:4][C:3]=1[C:12]1[N:20]=[CH:19][N:18]=[C:17]2[C:13]=1[N:14]=[CH:15][N:16]2[C:21]1[CH:26]=[CH:25][C:24]([OH:27])=[CH:23][CH:22]=1. The catalyst class is: 4.